Dataset: Human Reference Interactome with 51,813 positive PPI pairs across 8,248 proteins, plus equal number of experimentally-validated negative pairs. Task: Binary Classification. Given two protein amino acid sequences, predict whether they physically interact or not. (1) Protein 1 (ENSG00000156218) has sequence MASWTSPWWVLIGMVFMHSPLPQTTAEKSPGAYFLPEFALSPQGSFLEDTTGEQFLTYRYDDQTSRNTRSDEDKDGNWDAWGDWSDCSRTCGGGASYSLRRCLTGRNCEGQNIRYKTCSNHDCPPDAEDFRAQQCSAYNDVQYQGHYYEWLPRYNDPAAPCALKCHAQGQNLVVELAPKVLDGTRCNTDSLDMCISGICQAVGCDRQLGSNAKEDNCGVCAGDGSTCRLVRGQSKSHVSPEKREENVIAVPLGSRSVRITVKGPAHLFIESKTLQGSKGEHSFNSPGVFLVENTTVEFQR.... Protein 2 (ENSG00000233816) has sequence MASPFALLMALVVLSCKSSCSLGCDLPETHSLDNRRTLMLLAQMSRISPSSCLMDRHDFGFPQEEFDGNQFQKAPAISVLHELIQQIFNLFTTKDSSAAWDEDLLDKFCTELYQQLNDLEACVMQEERVGETPLMNADSILAVKKYFRRITLYLTEKKYSPCAWEVVRAEIMRSLSLSTNLQERLRRKE*MMASPFALLMALVVLSCKSSCSLGCDLPETHSLDNRRTLMLLAQMSRISPSSCLMDRHDFGFPQEEFDGNQFQKAPAISVLHELIQQIFNLFTTKDSSAAWDEDLLDKFC.... Result: 0 (the proteins do not interact). (2) Protein 1 (ENSG00000100095) has sequence MPAARPPAAGLRGISLFLALLLGSPAAALERDALPEGDASPLGPYLLPSGAPERGSPGKEHPEERVVTAPPSSSQSAEVLGELVLDGTAPSAHHDIPALSPLLPEEARPKHALPPKKKLPSLKQVNSARKQLRPKATSAATVQRAGSQPASQGLDLLSSSTEKPGPPGDPDPIVASEEASEVPLWLDRKESAVPTTPAPLQISPFTSQPYVAHTLPQRPEPGEPGPDMAQEAPQEDTSPMALMDKGENELTGSASEESQETTTSTIITTTVITTEQAPALCSVSFSNPEGYIDSSDYPLL.... Protein 2 (ENSG00000167491) has sequence MTEEACRTRSQKRALERDPTEDDVESKKIKMERGLLASDLNTDGDMRVTPEPGAGPTQGLLRATEATAMAMGRGEGLVGDGPVDMRTSHSDMKSERRPPSPDVIVLSDNEQPSSPRVNGLTTVALKETSTEALMKSSPEERERMIKQLKEELRLEEAKLVLLKKLRQSQIQKEATAQKPTGSVGSTVTTPPPLVRGTQNIPAGKPSLQTSSARMPGSVIPPPLVRGGQQASSKLGPQASSQVVMPPLVRGAQQIHSIRQHSSTGPPPLLLAPRASVPSVQIQGQRIIQQGLIRVANVPNT.... Result: 0 (the proteins do not interact).